The task is: Predict the reactants needed to synthesize the given product.. This data is from Full USPTO retrosynthesis dataset with 1.9M reactions from patents (1976-2016). (1) Given the product [O:1]1[CH:5]=[CH:4][CH:3]=[C:2]1[C:6]1[N:14]=[C:13]([NH2:15])[N:12]=[C:11]2[C:7]=1[N:8]=[CH:9][N:10]2[CH2:17][CH2:18][C:19]1[CH:24]=[CH:23][CH:22]=[CH:21][N:20]=1, predict the reactants needed to synthesize it. The reactants are: [O:1]1[CH:5]=[CH:4][CH:3]=[C:2]1[C:6]1[NH:14][C:13]([NH2:15])=[N:12][C:11]2[C:7]=1[N:8]=[CH:9][N:10]=2.O[CH2:17][CH2:18][C:19]1[CH:24]=[CH:23][CH:22]=[CH:21][N:20]=1.N(C(OC(C)(C)C)=O)=NC(OC(C)(C)C)=O. (2) Given the product [CH3:15][CH:12]1[CH2:13][CH2:14][N:9]([CH2:8][C:6]2[CH:7]=[C:2]([C:40]3[CH:41]=[C:42]4[C:46](=[CH:47][CH:48]=3)[N:45]([CH:49]3[CH2:54][CH2:53][CH2:52][CH2:51][O:50]3)[N:44]=[C:43]4[C:55]([NH:57][C:58]3[CH:63]=[N:62][CH:61]=[CH:60][N:59]=3)=[O:56])[CH:3]=[N:4][CH:5]=2)[CH2:10][CH2:11]1, predict the reactants needed to synthesize it. The reactants are: Br[C:2]1[CH:3]=[N:4][CH:5]=[C:6]([CH2:8][N:9]2[CH2:14][CH2:13][CH:12]([CH3:15])[CH2:11][CH2:10]2)[CH:7]=1.B1(B2OC(C)(C)C(C)(C)O2)OC(C)(C)C(C)(C)O1.CC([O-])=O.[K+].Br[C:40]1[CH:41]=[C:42]2[C:46](=[CH:47][CH:48]=1)[N:45]([CH:49]1[CH2:54][CH2:53][CH2:52][CH2:51][O:50]1)[N:44]=[C:43]2[C:55]([NH:57][C:58]1[CH:63]=[N:62][CH:61]=[CH:60][N:59]=1)=[O:56].[O-]P([O-])([O-])=O.[K+].[K+].[K+]. (3) Given the product [Br:1][C:2]1[CH:3]=[CH:4][C:5]2[N:6]([CH:16]3[CH2:21][CH2:20][NH:19][CH2:18][CH2:17]3)[C:7]3[C:12]([S:13][C:14]=2[CH:15]=1)=[CH:11][CH:10]=[CH:9][CH:8]=3, predict the reactants needed to synthesize it. The reactants are: [Br:1][C:2]1[CH:3]=[CH:4][C:5]2[N:6]([CH:16]3[CH2:21][CH2:20][N:19](C)[CH2:18][CH2:17]3)[C:7]3[C:12]([S:13][C:14]=2[CH:15]=1)=[CH:11][CH:10]=[CH:9][CH:8]=3.ClC(OC(Cl)C)=O. (4) Given the product [CH3:1][C:2]1[CH:3]=[CH:4][C:5]2[C:6](=[CH2:22])[C:7]3[C:12]([N:13]([CH2:17][CH2:18][CH2:19][Br:20])[C:14]=2[C:15]=1[CH3:16])=[CH:11][CH:10]=[CH:9][CH:8]=3, predict the reactants needed to synthesize it. The reactants are: [CH3:1][C:2]1[CH:3]=[CH:4][C:5]2[C:6](=O)[C:7]3[C:12]([N:13]([CH2:17][CH2:18][CH2:19][Br:20])[C:14]=2[C:15]=1[CH3:16])=[CH:11][CH:10]=[CH:9][CH:8]=3.[CH3:22][Li].O. (5) Given the product [CH3:24][C:10]1([CH3:25])[C:11]([C:14]2[CH:15]=[N:16][C:17]([CH3:23])=[C:18]([N+:20]([O-:22])=[O:21])[CH:19]=2)=[CH:12][CH2:13][NH:8][CH2:9]1, predict the reactants needed to synthesize it. The reactants are: C(OC([N:8]1[CH2:13][CH:12]=[C:11]([C:14]2[CH:15]=[N:16][C:17]([CH3:23])=[C:18]([N+:20]([O-:22])=[O:21])[CH:19]=2)[C:10]([CH3:25])([CH3:24])[CH2:9]1)=O)(C)(C)C.Cl. (6) The reactants are: [CH3:1][C:2]1[CH:7]=[C:6](B(O)O)[CH:5]=[CH:4][N:3]=1.Cl[C:12]1[CH:17]=[CH:16][C:15]([CH2:18][NH2:19])=[CH:14][C:13]=1[F:20].[O-]P([O-])([O-])=O.[K+].[K+].[K+]. Given the product [F:20][C:13]1[CH:14]=[C:15]([CH2:18][NH2:19])[CH:16]=[CH:17][C:12]=1[C:6]1[CH:5]=[CH:4][N:3]=[C:2]([CH3:1])[CH:7]=1, predict the reactants needed to synthesize it.